This data is from Forward reaction prediction with 1.9M reactions from USPTO patents (1976-2016). The task is: Predict the product of the given reaction. (1) Given the reactants Cl[C:2]1[CH:7]=[C:6]([C:8]2[CH:13]=[CH:12][CH:11]=[CH:10][C:9]=2[F:14])[N:5]=[CH:4][N:3]=1.[CH2:15]([OH:18])[C:16]#[CH:17].[H-].[Na+].O, predict the reaction product. The product is: [F:14][C:9]1[CH:10]=[CH:11][CH:12]=[CH:13][C:8]=1[C:6]1[CH:7]=[C:2]([O:18][CH2:15][C:16]#[CH:17])[N:3]=[CH:4][N:5]=1. (2) Given the reactants C(OC([N:8]1[CH2:13][CH2:12][N:11]([C:14]2[CH:15]=[N:16][C:17]([NH:20][C:21]3[N:22]=[CH:23][C:24]4[C:30]([CH3:31])=[C:29]([C:32]([O:34]CC)=[CH2:33])[C:28](=[O:37])[N:27]([CH:38]5[CH2:42][CH2:41][CH2:40][CH2:39]5)[C:25]=4[N:26]=3)=[CH:18][CH:19]=2)[CH2:10][C:9]1([CH3:44])[CH3:43])=O)(C)(C)C.[ClH:45], predict the reaction product. The product is: [ClH:45].[C:32]([C:29]1[C:28](=[O:37])[N:27]([CH:38]2[CH2:42][CH2:41][CH2:40][CH2:39]2)[C:25]2[N:26]=[C:21]([NH:20][C:17]3[CH:18]=[CH:19][C:14]([N:11]4[CH2:12][CH2:13][NH:8][C:9]([CH3:44])([CH3:43])[CH2:10]4)=[CH:15][N:16]=3)[N:22]=[CH:23][C:24]=2[C:30]=1[CH3:31])(=[O:34])[CH3:33]. (3) Given the reactants COC1C=CC(C[NH:8][C:9]2[S:10][CH:11]=[CH:12][N:13]=2)=CC=1.[Li+].C[Si]([N-][Si](C)(C)C)(C)C.[CH3:26][O:27][C:28]1[CH:33]=[C:32]([C:34]([F:37])([F:36])[F:35])[CH:31]=[CH:30][C:29]=1[C:38]1[C:47]2[C:42](=[CH:43][C:44]([S:48](Cl)(=[O:50])=[O:49])=[N:45][CH:46]=2)[N:41]=[CH:40][CH:39]=1, predict the reaction product. The product is: [CH3:26][O:27][C:28]1[CH:33]=[C:32]([C:34]([F:37])([F:36])[F:35])[CH:31]=[CH:30][C:29]=1[C:38]1[C:47]2[C:42](=[CH:43][C:44]([S:48]([NH:8][C:9]3[S:10][CH:11]=[CH:12][N:13]=3)(=[O:50])=[O:49])=[N:45][CH:46]=2)[N:41]=[CH:40][CH:39]=1. (4) Given the reactants C([O:5][C:6]([C:8]1[C:9]([N:28]2[CH2:33][CH2:32][CH2:31][CH2:30][CH2:29]2)=[N:10][C:11]2[C:16]([C:17]=1[C:18]1[CH:23]=[CH:22][CH:21]=[C:20]([CH:24]([CH3:26])[CH3:25])[CH:19]=1)=[CH:15][C:14]([Cl:27])=[CH:13][CH:12]=2)=[O:7])(C)(C)C.Cl, predict the reaction product. The product is: [Cl:27][C:14]1[CH:15]=[C:16]2[C:11](=[CH:12][CH:13]=1)[N:10]=[C:9]([N:28]1[CH2:33][CH2:32][CH2:31][CH2:30][CH2:29]1)[C:8]([C:6]([OH:7])=[O:5])=[C:17]2[C:18]1[CH:23]=[CH:22][CH:21]=[C:20]([CH:24]([CH3:26])[CH3:25])[CH:19]=1. (5) Given the reactants [CH3:1][O:2][C:3]1([C:9]2[CH:23]=[CH:22][C:21]([C:24]([F:27])([F:26])[F:25])=[CH:20][C:10]=2[CH2:11][O:12][Si](C(C)(C)C)(C)C)[CH2:8][CH2:7][CH2:6][CH2:5][CH2:4]1.[F-].C([N+](CCCC)(CCCC)CCCC)CCC, predict the reaction product. The product is: [CH3:1][O:2][C:3]1([C:9]2[CH:23]=[CH:22][C:21]([C:24]([F:25])([F:27])[F:26])=[CH:20][C:10]=2[CH2:11][OH:12])[CH2:4][CH2:5][CH2:6][CH2:7][CH2:8]1. (6) Given the reactants O=C1C2C(=CC=CC=2)C(=O)[N:3]1[C@H:12]1[CH2:17][CH2:16][C@H:15]([O:18][CH2:19][C:20]([N:22]([CH3:24])[CH3:23])=[O:21])[CH2:14][CH2:13]1.O.NN.[OH-].[Na+], predict the reaction product. The product is: [NH2:3][C@H:12]1[CH2:17][CH2:16][C@H:15]([O:18][CH2:19][C:20]([N:22]([CH3:24])[CH3:23])=[O:21])[CH2:14][CH2:13]1.